The task is: Regression. Given a target protein amino acid sequence and a drug SMILES string, predict the binding affinity score between them. We predict pIC50 (pIC50 = -log10(IC50 in M); higher means more potent). Dataset: bindingdb_ic50.. This data is from Drug-target binding data from BindingDB using IC50 measurements. (1) The drug is CCOc1ccc2cc(-c3nn(C(C)C)c(N)c3C(N)=O)cnc2c1. The target protein sequence is MGNTAVGNTGTRLRAPVDAVVNTTNKKAPVSEKPSQPQIPNKTSDVKKGGTMGGERGSVTTGMFVQSGSGTFAERYNIVCMLGKGSFGEVLKCKDRITQQEYAVKVINKASAKNKDTSTILREVELLKKLDHPNIMKLFEILEDSSSFYIVGELYTGGELFDEIIKRKRFSEHDAARIIKQVFSGITYMHKHNIVHRDLKPENILLESKEKDCDIKIIDFGLSTCFQQNTKMKDRIGTAYYIAPEVLRGTYDEKCDVWSAGVILYILLSGTPPFYGKNEYDILKRVETGKYAFDLPQWRTISDDAKDLIRKMLTFHPSLRITATQCLEHPWIQKYSSETPTISDLPSLESAMTNIRQFQAEKKLAQAALLYMASKLTTLDETKQLTEIFRKLDTNNDGMLDRDELVRGYHEFMRLKGVDSNSLIQNEGSTIEDQIDSLMPLLDMDGSGSIEYSEFIASAIDRTILLSRERMERAFKMFDKDGSGKISTKELFKLFSQADS.... The pIC50 is 9.0. (2) The compound is CC(=NNC(=O)c1cc(Br)ccc1O)c1cc2c(F)c(F)c(F)cc2n1C. The target protein (Q6GG09) has sequence MRKTKIVCTIGPASESEEMIEKLINAGMNVARLNFSHGSHEEHKGRIDTIRKVAKRLDKIVAILLDTKGPEIRTHNMKDGIIELERGNEVIVSMNEVEGTPEKFSVTYENLINDVQVGSYILLDDGLIELQVKDIDHAKKEVKCDILNSGELKNKKGVNLPGVRVSLPGITEKDAEDIRFGIKENVDFIAASFVRRPSDVLEIREILEEQKANISVFPKIENQEGIDNIEEILEVSDGLMVARGDMGVEIPPEKVPMVQKDLIRQCNKLGKPVITATQMLDSMQRNPRATRAEASDVANAIYDGTDAVMLSGETAAGLYPEEAVKTMRNIAVSAEAAQDYKKLLSDRTKLVETSLVNAIGISVAHTALNLNVKAIVAATESGSTARTISKYRPHSDIIAVTPSEETARQCSIVWGVQPVVKKGRKSTDALLNNAVATAVETGRVTNGDLIIITAGVPTGETGTTNMMKIHLVGDEIANGQGIGRGSVVGTTLVAETVKDL.... The pIC50 is 7.3. (3) The target protein sequence is MIFPAAHRALRGLPRPGTRALTRAAMEVALRGVRKILCVAEKNDAAKGIADLLSGGRMRRREGLSRFNKIYEFDYHLCGQNVTMVMTSVSGHLLAHDFRMQFRKWQSCNPLVLFEAEIEKYCPENFVDIKKTLEREAQQCQALVIWTDCDREGENIGFEVIHVCKAVKPSLQVLRARFSEITTRAVRTACENLTEPDQRVSDAVDVRQELDLRIGAAFTRFQTLRLQKIFPEVLAEQLISYGSCQFPTLGFVVERFKAIQAFVPEVFHKIRVTHDHRDGVVEFSWKRHRLFNHTACLVLYQMCMEDPRAMVVEVRSKAKSKWRPQALDTVELEKLASRKLRINAKETMRIAEKLYTQGYISYPRTETNIFPKDLDLAALVEQQTPDPRWGAFARNILERGGPTPRNGNKSDQAHPPIHPTKYTDSLQGDEQRLYELIVRHFLACCSQDAQGQETTVEIDIAQERFVAHGLMILARNYLDVYPYDRWSDKTLPVYEQGTCF.... The drug is O=C1Oc2cc(O)ccc2/C1=C\c1ccc(O)cc1. The pIC50 is 3.5. (4) The small molecule is CS(=O)(=O)c1ccc(-c2cnc(NCc3ccco3)n3cnnc23)cc1. The pIC50 is 5.0. The target protein sequence is KPDFSSQPAVHKLTKRIPLRRQVTVSAESSSSMNSNTPLVRITTRLSSTADTPMLAGVSEYELPEDPKWEFPRDKLTLGKPLGEGCFGQVVMAEAVGIDKDKPKEAVTVAVKMLKDDATEKDLSDLVSEMEMMKMIGKHKNIINLLGACTQDGPLYVIVEYASKGNLREYLRARRPPGMEYSYDINRVPEEQMTFKDLVSCTYQLARGMEYLASQKCIHRDLAARNVLVTENNVMKIADFGLARDINNIDYYKKTTNGRLPVKWMAPEALFDRVYTHQSDVWSFGVLMWEIFTLGGSPYPGIPVEELFKLLKEGHRMDKPANCTNELYMMMRDCWHAVPSQRPTFKQLVEDLDRILTLTTNEEYLDLSQPLEQYSPSYPDTRSSCSSGDDSVFSPDPMPYEPCLPQYPHINGSVKT.